This data is from Reaction yield outcomes from USPTO patents with 853,638 reactions. The task is: Predict the reaction yield, written as a fraction of the theoretical maximum amount of product (1.0 means a 100% yield; for example, 0.34 means a 34% yield). (1) The reactants are [O:1]=[C:2]1[N:7]([CH2:8][C:9]([F:12])([F:11])[F:10])[CH2:6][CH2:5][N:4](C(OC(C)(C)C)=O)[CH2:3]1.C(O)(C(F)(F)F)=O. The catalyst is C(Cl)Cl. The product is [F:12][C:9]([F:10])([F:11])[CH2:8][N:7]1[CH2:6][CH2:5][NH:4][CH2:3][C:2]1=[O:1]. The yield is 1.00. (2) The reactants are [F:1][C:2]1[CH:10]=[C:9]([CH3:11])[C:5]([C:6](O)=[O:7])=[CH:4][N:3]=1.C(Cl)Cl.S(Cl)(Cl)=O.[NH4+:19].[OH-]. The catalyst is CCOC(C)=O. The product is [F:1][C:2]1[CH:10]=[C:9]([CH3:11])[C:5]([C:6]([NH2:19])=[O:7])=[CH:4][N:3]=1. The yield is 0.610. (3) The catalyst is CC(O)C. The product is [Cl:1][C:2]1[CH:3]=[C:4](/[CH:5]=[C:17](/[C:14]2[CH:13]=[N:12][C:11]([Cl:10])=[CH:16][CH:15]=2)\[C:18]#[N:19])[CH:7]=[CH:8][CH:9]=1. The yield is 0.670. The reactants are [Cl:1][C:2]1[CH:3]=[C:4]([CH:7]=[CH:8][CH:9]=1)[CH:5]=O.[Cl:10][C:11]1[CH:16]=[CH:15][C:14]([CH2:17][C:18]#[N:19])=[CH:13][N:12]=1.[OH-].[Na+]. (4) The reactants are [Br:1][C:2]1[CH:3]=[C:4]([C:9]([C:13]2[CH:14]=[N:15][C:16](F)=[CH:17][CH:18]=2)=[CH:10]OC)[C:5]([NH2:8])=[N:6][CH:7]=1.Cl(O)(=O)(=O)=[O:21]. The catalyst is O1CCOCC1.O.[OH-].[Na+]. The product is [Br:1][C:2]1[CH:3]=[C:4]2[C:9]([C:13]3[CH:18]=[CH:17][C:16]([OH:21])=[N:15][CH:14]=3)=[CH:10][NH:8][C:5]2=[N:6][CH:7]=1. The yield is 0.770.